The task is: Predict the product of the given reaction.. This data is from Forward reaction prediction with 1.9M reactions from USPTO patents (1976-2016). (1) Given the reactants [N+:1]([C:4]1[CH:9]=[CH:8][C:7]([N:10]2[CH2:15][CH2:14][NH:13][CH2:12][CH2:11]2)=[CH:6][CH:5]=1)([O-:3])=[O:2].C(=O)([O-])[O-].[K+].[K+].I[CH:23]1[CH2:27][CH2:26][CH2:25][CH2:24]1.C1OCCOCCOCCOCCOCCOC1, predict the reaction product. The product is: [CH:23]1([N:13]2[CH2:14][CH2:15][N:10]([C:7]3[CH:6]=[CH:5][C:4]([N+:1]([O-:3])=[O:2])=[CH:9][CH:8]=3)[CH2:11][CH2:12]2)[CH2:27][CH2:26][CH2:25][CH2:24]1. (2) Given the reactants C[O:2][C:3](=[O:39])[CH2:4][C:5]1[CH:10]=[CH:9][C:8]([NH:11][CH2:12][C:13](=[O:38])[CH2:14][CH2:15][N:16]2[CH2:21][CH2:20][CH:19]([O:22][C:23](=[O:37])[NH:24][C:25]3[CH:30]=[CH:29][CH:28]=[CH:27][C:26]=3[C:31]3[CH:36]=[CH:35][CH:34]=[CH:33][CH:32]=3)[CH2:18][CH2:17]2)=[CH:7][CH:6]=1.[OH-].[Li+].Cl, predict the reaction product. The product is: [C:26]1([C:31]2[CH:36]=[CH:35][CH:34]=[CH:33][CH:32]=2)[CH:27]=[CH:28][CH:29]=[CH:30][C:25]=1[NH:24][C:23]([O:22][CH:19]1[CH2:18][CH2:17][N:16]([CH2:15][CH2:14][C:13]([CH2:12][NH:11][C:8]2[CH:7]=[CH:6][C:5]([CH2:4][C:3]([OH:39])=[O:2])=[CH:10][CH:9]=2)=[O:38])[CH2:21][CH2:20]1)=[O:37]. (3) Given the reactants [C:1]([C:5]1[CH:9]=[C:8]([OH:10])[N:7]([CH2:11][C:12]2[CH:21]=[CH:20][C:15]([C:16]([O:18][CH3:19])=[O:17])=[CH:14][CH:13]=2)[N:6]=1)([CH3:4])([CH3:3])[CH3:2].[CH2:22](Br)[C:23]1[CH:28]=[CH:27][CH:26]=[CH:25][CH:24]=1.C(=O)([O-])[O-].[K+].[K+].CN(C)C=O, predict the reaction product. The product is: [CH2:22]([O:10][C:8]1[N:7]([CH2:11][C:12]2[CH:13]=[CH:14][C:15]([C:16]([O:18][CH3:19])=[O:17])=[CH:20][CH:21]=2)[N:6]=[C:5]([C:1]([CH3:4])([CH3:2])[CH3:3])[CH:9]=1)[C:23]1[CH:28]=[CH:27][CH:26]=[CH:25][CH:24]=1. (4) Given the reactants [Br:1][C:2]1[CH:10]=[C:9]2[C:5]([C:6]([CH:28]([F:30])[F:29])=[CH:7][N:8]2[S:11]([C:14]2[CH:19]=[CH:18][C:17]([O:20][CH3:21])=[C:16]([N:22]3[CH2:27][CH2:26][NH:25][CH2:24][CH2:23]3)[CH:15]=2)(=[O:13])=[O:12])=[CH:4][CH:3]=1.C([BH3-])#N.[Na+].C(O)(=O)C.CCO[C:42]1(O[Si](C)(C)C)[CH2:44][CH2:43]1, predict the reaction product. The product is: [Br:1][C:2]1[CH:10]=[C:9]2[C:5]([C:6]([CH:28]([F:30])[F:29])=[CH:7][N:8]2[S:11]([C:14]2[CH:19]=[CH:18][C:17]([O:20][CH3:21])=[C:16]([N:22]3[CH2:27][CH2:26][N:25]([CH:42]4[CH2:44][CH2:43]4)[CH2:24][CH2:23]3)[CH:15]=2)(=[O:13])=[O:12])=[CH:4][CH:3]=1. (5) Given the reactants [CH2:1]([CH:5]1[C:10]([CH3:12])([CH3:11])[CH2:9][CH2:8][CH2:7][C:6]1=[O:13])[CH2:2][CH:3]=C.I([O-])(=O)(=O)=[O:15].[Na+], predict the reaction product. The product is: [CH3:11][C:10]1([CH3:12])[CH2:9][CH2:8][CH2:7][C:6](=[O:13])[CH:5]1[CH2:1][CH2:2][CH:3]=[O:15]. (6) The product is: [C:17]([O:21][C:22]([N:24]1[CH2:29][CH2:28][CH:27]([CH:30]([OH:31])[C:2]2[O:1][CH:5]=[CH:4][N:3]=2)[CH2:26][CH2:25]1)=[O:23])([CH3:20])([CH3:19])[CH3:18]. Given the reactants [O:1]1[CH:5]=[CH:4][N:3]=[CH:2]1.B.C1COCC1.[Li]C(C)(C)C.[C:17]([O:21][C:22]([N:24]1[CH2:29][CH2:28][CH:27]([CH:30]=[O:31])[CH2:26][CH2:25]1)=[O:23])([CH3:20])([CH3:19])[CH3:18], predict the reaction product. (7) Given the reactants [OH:1]C1CCN(C)CC1.FC1C=CC(C#N)=CC=1.[CH3:18][N:19]1[CH2:24][CH2:23][CH:22]([O:25][C:26]2[CH:33]=[CH:32][C:29]([C:30]#N)=[CH:28][CH:27]=2)[CH2:21][CH2:20]1, predict the reaction product. The product is: [CH3:18][N:19]1[CH2:24][CH2:23][CH:22]([O:25][C:26]2[CH:33]=[CH:32][C:29]([CH:30]=[O:1])=[CH:28][CH:27]=2)[CH2:21][CH2:20]1.